This data is from Reaction yield outcomes from USPTO patents with 853,638 reactions. The task is: Predict the reaction yield, written as a fraction of the theoretical maximum amount of product (1.0 means a 100% yield; for example, 0.34 means a 34% yield). (1) The reactants are [F:1][C:2]1[CH:7]=[CH:6][C:5]([C:8](=[O:35])[CH:9]([NH:21][C:22]([C:24]2[C:33]3[C:28](=[CH:29][CH:30]=[CH:31][CH:32]=3)[C:27]([CH3:34])=[CH:26][CH:25]=2)=[O:23])[CH2:10][C:11]2[CH:16]=[CH:15][C:14]([C:17]([F:20])([F:19])[F:18])=[CH:13][CH:12]=2)=[CH:4][CH:3]=1.[BH4-].[Na+].Cl. The catalyst is CO.[Cl-].[Mn+2].[Cl-]. The product is [F:1][C:2]1[CH:7]=[CH:6][C:5]([CH:8]([OH:35])[CH:9]([NH:21][C:22]([C:24]2[C:33]3[C:28](=[CH:29][CH:30]=[CH:31][CH:32]=3)[C:27]([CH3:34])=[CH:26][CH:25]=2)=[O:23])[CH2:10][C:11]2[CH:12]=[CH:13][C:14]([C:17]([F:20])([F:19])[F:18])=[CH:15][CH:16]=2)=[CH:4][CH:3]=1. The yield is 0.820. (2) The reactants are [Br:1][C:2]1[CH:10]=[C:9]2[C:5]([CH2:6][C:7]3([CH2:16][CH2:15][CH:14]([O:17][CH3:18])[CH2:13][CH2:12]3)[C:8]2=[NH:11])=[CH:4][CH:3]=1.O=[C:20]([CH3:24])[C:21](=[S:23])[NH2:22]. The catalyst is CO. The product is [Br:1][C:2]1[CH:10]=[C:9]2[C:5]([CH2:6][C:7]3([C:8]42[NH:22][C:21](=[S:23])[C:20]([CH3:24])=[N:11]4)[CH2:16][CH2:15][CH:14]([O:17][CH3:18])[CH2:13][CH2:12]3)=[CH:4][CH:3]=1. The yield is 0.640. (3) The reactants are [O:1]=[C:2]1[CH2:7][CH2:6][CH2:5][C:4]2([CH2:12][CH2:11][N:10](C(OC(C)(C)C)=O)[CH2:9][CH2:8]2)[N:3]1[CH2:20][C:21]1[CH:29]=[CH:28][CH:27]=[C:26]2[C:22]=1[CH:23]=[CH:24][N:25]2[S:30]([C:33]1[CH:39]=[CH:38][C:36]([CH3:37])=[CH:35][CH:34]=1)(=[O:32])=[O:31]. The catalyst is C(Cl)Cl.C(O)(C(F)(F)F)=O. The product is [S:30]([N:25]1[C:26]2[C:22](=[C:21]([CH2:20][N:3]3[C:4]4([CH2:12][CH2:11][NH:10][CH2:9][CH2:8]4)[CH2:5][CH2:6][CH2:7][C:2]3=[O:1])[CH:29]=[CH:28][CH:27]=2)[CH:23]=[CH:24]1)([C:33]1[CH:34]=[CH:35][C:36]([CH3:37])=[CH:38][CH:39]=1)(=[O:31])=[O:32]. The yield is 0.950.